This data is from Catalyst prediction with 721,799 reactions and 888 catalyst types from USPTO. The task is: Predict which catalyst facilitates the given reaction. (1) Reactant: [C:1]([CH2:3][C:4]([OH:6])=O)#[N:2].Cl.[F:8][C:9]1([F:34])[CH2:11][CH:10]1[CH2:12][O:13][C:14]1[CH:15]=[C:16]2[C:21](=[CH:22][CH:23]=1)[CH2:20][N:19]([CH2:24][C:25]1[CH:30]=[CH:29][C:28]([C@@H:31]([NH2:33])[CH3:32])=[CH:27][CH:26]=1)[CH2:18][CH2:17]2.CCN(C(C)C)C(C)C. Product: [C:1]([CH2:3][C:4]([NH:33][C@H:31]([C:28]1[CH:29]=[CH:30][C:25]([CH2:24][N:19]2[CH2:18][CH2:17][C:16]3[C:21](=[CH:22][CH:23]=[C:14]([O:13][CH2:12][CH:10]4[CH2:11][C:9]4([F:34])[F:8])[CH:15]=3)[CH2:20]2)=[CH:26][CH:27]=1)[CH3:32])=[O:6])#[N:2]. The catalyst class is: 10. (2) Reactant: [F:1][C:2]1[CH:7]=[C:6]([N+:8]([O-:10])=[O:9])[CH:5]=[CH:4][C:3]=1[CH2:11][C:12](OCC)=[O:13].CC(C[Al]CC(C)C)C. Product: [F:1][C:2]1[CH:7]=[C:6]([N+:8]([O-:10])=[O:9])[CH:5]=[CH:4][C:3]=1[CH2:11][CH:12]=[O:13]. The catalyst class is: 2. (3) Reactant: B.[OH:2][C:3]1[CH:11]=[C:10]([I:12])[CH:9]=[CH:8][C:4]=1[C:5](O)=[O:6].Cl. Product: [OH:2][C:3]1[CH:11]=[C:10]([I:12])[CH:9]=[CH:8][C:4]=1[CH2:5][OH:6]. The catalyst class is: 1.